Dataset: Catalyst prediction with 721,799 reactions and 888 catalyst types from USPTO. Task: Predict which catalyst facilitates the given reaction. (1) Reactant: I[CH2:2][CH:3]1[O:7][C:6](=[O:8])[NH:5][CH2:4]1.[C:9]1([CH:15]([N:22]2[CH2:27][CH2:26][NH:25][CH2:24][CH2:23]2)[C:16]2[CH:21]=[CH:20][CH:19]=[CH:18][CH:17]=2)[CH:14]=[CH:13][CH:12]=[CH:11][CH:10]=1.C(N(CC)CC)C. Product: [CH:15]([N:22]1[CH2:27][CH2:26][N:25]([CH2:2][CH:3]2[O:7][C:6](=[O:8])[NH:5][CH2:4]2)[CH2:24][CH2:23]1)([C:16]1[CH:21]=[CH:20][CH:19]=[CH:18][CH:17]=1)[C:9]1[CH:14]=[CH:13][CH:12]=[CH:11][CH:10]=1. The catalyst class is: 7. (2) Reactant: [CH:1](=O)[CH3:2].[Br:4][C:5]1[C:14]([NH:15][CH:16]2[CH2:21][CH2:20][C:19]([F:23])([F:22])[CH2:18][CH2:17]2)=[CH:13][CH:12]=[CH:11][C:6]=1[C:7]([O:9][CH3:10])=[O:8].CC(O)=O.[BH-](OC(C)=O)(OC(C)=O)OC(C)=O.[Na+]. Product: [Br:4][C:5]1[C:14]([N:15]([CH:16]2[CH2:21][CH2:20][C:19]([F:22])([F:23])[CH2:18][CH2:17]2)[CH2:1][CH3:2])=[CH:13][CH:12]=[CH:11][C:6]=1[C:7]([O:9][CH3:10])=[O:8]. The catalyst class is: 2. (3) Reactant: [CH:1]1([N:7]2[CH2:11][CH2:10][CH:9]([CH2:12][C:13]3[C:18]([Cl:19])=[CH:17][C:16]([C:20]4[CH:25]=[CH:24][C:23]([C:26]([N:28]5[CH2:33][CH2:32][NH:31][CH2:30][CH2:29]5)=[O:27])=[CH:22][CH:21]=4)=[CH:15][C:14]=3[Cl:34])[C:8]2=[O:35])[CH2:6][CH2:5][CH2:4][CH2:3][CH2:2]1.Br[CH2:37][CH2:38][F:39]. Product: [CH:1]1([N:7]2[CH2:11][CH2:10][CH:9]([CH2:12][C:13]3[C:14]([Cl:34])=[CH:15][C:16]([C:20]4[CH:21]=[CH:22][C:23]([C:26]([N:28]5[CH2:29][CH2:30][N:31]([CH2:37][CH2:38][F:39])[CH2:32][CH2:33]5)=[O:27])=[CH:24][CH:25]=4)=[CH:17][C:18]=3[Cl:19])[C:8]2=[O:35])[CH2:6][CH2:5][CH2:4][CH2:3][CH2:2]1. The catalyst class is: 42. (4) Reactant: [CH3:1][C:2]1[N:7]=[C:6]([C:8]([O:10]C)=[O:9])[C:5]([C:12]2[N:17]=[CH:16][CH:15]=[CH:14][N:13]=2)=[CH:4][CH:3]=1.O.[Li+:19].[OH-]. Product: [Li+:19].[CH3:1][C:2]1[N:7]=[C:6]([C:8]([O-:10])=[O:9])[C:5]([C:12]2[N:17]=[CH:16][CH:15]=[CH:14][N:13]=2)=[CH:4][CH:3]=1. The catalyst class is: 5.